Dataset: Forward reaction prediction with 1.9M reactions from USPTO patents (1976-2016). Task: Predict the product of the given reaction. Given the reactants C([NH:9][C:10]([NH:12][C:13]1[C:18]([O:19][C:20]2[CH:25]=[CH:24][CH:23]=[CH:22][CH:21]=2)=[CH:17][C:16]([Cl:26])=[CH:15][N:14]=1)=[S:11])(=O)C1C=CC=CC=1.[OH-].[Na+], predict the reaction product. The product is: [Cl:26][C:16]1[CH:17]=[C:18]([O:19][C:20]2[CH:21]=[CH:22][CH:23]=[CH:24][CH:25]=2)[C:13]([NH:12][C:10]([NH2:9])=[S:11])=[N:14][CH:15]=1.